From a dataset of Catalyst prediction with 721,799 reactions and 888 catalyst types from USPTO. Predict which catalyst facilitates the given reaction. (1) Reactant: [I:1][C:2]1[CH:3]=[C:4]2[C:8](=[CH:9][CH:10]=1)[NH:7][C:6](=[O:11])[C:5]2=[N:12][NH:13][C:14]([C:16]1[CH:35]=[CH:34][C:19]([CH2:20][NH:21][C:22]([C:24]2[CH:33]=[CH:32][C:27]([C:28]([O:30]C)=[O:29])=[CH:26][CH:25]=2)=[O:23])=[CH:18][CH:17]=1)=[O:15].[OH-].[Na+]. Product: [I:1][C:2]1[CH:3]=[C:4]2[C:8](=[CH:9][CH:10]=1)[NH:7][C:6](=[O:11])[C:5]2=[N:12][NH:13][C:14]([C:16]1[CH:35]=[CH:34][C:19]([CH2:20][NH:21][C:22]([C:24]2[CH:25]=[CH:26][C:27]([C:28]([OH:30])=[O:29])=[CH:32][CH:33]=2)=[O:23])=[CH:18][CH:17]=1)=[O:15]. The catalyst class is: 20. (2) Reactant: [NH2:1][C:2]1[CH:7]=[CH:6][CH:5]=[C:4]([Cl:8])[C:3]=1[CH:9]([C:11]1[CH:16]=[CH:15][CH:14]=[C:13]([O:17][CH3:18])[C:12]=1[O:19][CH3:20])[OH:10].[CH3:21][O:22][C:23]1[CH:30]=[C:29]([O:31][CH3:32])[CH:28]=[CH:27][C:24]=1[CH:25]=O.[BH4-].[Na+]. Product: [Cl:8][C:4]1[CH:5]=[CH:6][CH:7]=[C:2]([NH:1][CH2:25][C:24]2[CH:27]=[CH:28][C:29]([O:31][CH3:32])=[CH:30][C:23]=2[O:22][CH3:21])[C:3]=1[CH:9]([C:11]1[CH:16]=[CH:15][CH:14]=[C:13]([O:17][CH3:18])[C:12]=1[O:19][CH3:20])[OH:10]. The catalyst class is: 15. (3) Reactant: [CH3:1][O:2][C:3]([C:5]1[NH:6][CH:7]=[CH:8][CH:9]=1)=[O:4].[H-].[Na+].[CH2:12](Br)[C:13]1[CH:18]=[CH:17][CH:16]=[CH:15][CH:14]=1. Product: [CH2:12]([N:6]1[CH:7]=[CH:8][CH:9]=[C:5]1[C:3]([O:2][CH3:1])=[O:4])[C:13]1[CH:18]=[CH:17][CH:16]=[CH:15][CH:14]=1. The catalyst class is: 3. (4) Reactant: [Br:1][C:2]1[CH:14]=[CH:13][C:5]2[CH:6]=[C:7]([C:9]([O:11]C)=[O:10])[S:8][C:4]=2[CH:3]=1.[OH-].[K+]. Product: [Br:1][C:2]1[CH:14]=[CH:13][C:5]2[CH:6]=[C:7]([C:9]([OH:11])=[O:10])[S:8][C:4]=2[CH:3]=1. The catalyst class is: 1. (5) Reactant: [OH:1][CH2:2][CH2:3][CH2:4][N:5]1[C@@H:10]([CH3:11])[CH2:9][N:8]([C:12]([O:14][C:15]([CH3:18])([CH3:17])[CH3:16])=[O:13])[CH2:7][C@H:6]1[CH3:19].[CH3:20][S:21](Cl)(=[O:23])=[O:22]. Product: [CH3:11][C@H:10]1[N:5]([CH2:4][CH2:3][CH2:2][O:1][S:21]([CH3:20])(=[O:23])=[O:22])[C@@H:6]([CH3:19])[CH2:7][N:8]([C:12]([O:14][C:15]([CH3:17])([CH3:16])[CH3:18])=[O:13])[CH2:9]1. The catalyst class is: 2. (6) Reactant: [Br:1][C:2]1[CH:7]=[CH:6][C:5]([CH3:8])=[CH:4][N:3]=1.C1C=C(Cl)C=C(C(OO)=[O:17])C=1.C([O-])([O-])=O.[K+].[K+]. Product: [Br:1][C:2]1[CH:7]=[CH:6][C:5]([CH3:8])=[CH:4][N+:3]=1[O-:17]. The catalyst class is: 4.